This data is from Forward reaction prediction with 1.9M reactions from USPTO patents (1976-2016). The task is: Predict the product of the given reaction. (1) Given the reactants [OH:1][C:2]1[CH:11]=[C:10]2[C:5]([CH:6]=[C:7]([C:14]3[CH:19]=[CH:18][C:17]([O:20]C)=[C:16]([F:22])[CH:15]=3)[CH:8]=[C:9]2[C:12]#[N:13])=[CH:4][CH:3]=1.Cl.[NH+]1C=CC=CC=1, predict the reaction product. The product is: [F:22][C:16]1[CH:15]=[C:14]([C:7]2[CH:8]=[C:9]([C:12]#[N:13])[C:10]3[C:5]([CH:6]=2)=[CH:4][CH:3]=[C:2]([OH:1])[CH:11]=3)[CH:19]=[CH:18][C:17]=1[OH:20]. (2) Given the reactants [Cl:1][C:2]1[CH:7]=[CH:6][C:5]([CH:8]([C:12]2[CH:17]=[CH:16][C:15]([Cl:18])=[CH:14][CH:13]=2)[C:9]([OH:11])=O)=[CH:4][CH:3]=1.[NH2:19][CH2:20][CH2:21][CH2:22][N:23]1[CH2:28][CH2:27][CH:26]([C:29]2[N:34]=[C:33]([NH:35][C:36](=[O:40])[CH:37]([CH3:39])[CH3:38])[CH:32]=[CH:31][CH:30]=2)[CH2:25][CH2:24]1, predict the reaction product. The product is: [Cl:18][C:15]1[CH:16]=[CH:17][C:12]([CH:8]([C:5]2[CH:4]=[CH:3][C:2]([Cl:1])=[CH:7][CH:6]=2)[C:9]([NH:19][CH2:20][CH2:21][CH2:22][N:23]2[CH2:24][CH2:25][CH:26]([C:29]3[N:34]=[C:33]([NH:35][C:36](=[O:40])[CH:37]([CH3:38])[CH3:39])[CH:32]=[CH:31][CH:30]=3)[CH2:27][CH2:28]2)=[O:11])=[CH:13][CH:14]=1. (3) Given the reactants [CH3:1][N:2]1[C:6]([CH3:7])=[C:5]([S:8](=[O:16])(=[O:15])[NH:9][C:10]2([CH3:14])[CH2:13][O:12][CH2:11]2)[CH:4]=[C:3]1[C:17]([O:19]CC)=[O:18].[OH-].[Li+].Cl, predict the reaction product. The product is: [CH3:1][N:2]1[C:6]([CH3:7])=[C:5]([S:8](=[O:16])(=[O:15])[NH:9][C:10]2([CH3:14])[CH2:11][O:12][CH2:13]2)[CH:4]=[C:3]1[C:17]([OH:19])=[O:18]. (4) Given the reactants [O:1]1[CH2:28][CH:2]1[CH2:3][O:4][C:5]1[CH:14]=[C:13]2[C:8]([C:9]([O:15][C:16]3[CH:17]=[C:18]4[C:22](=[CH:23][CH:24]=3)[NH:21][C:20]([CH3:25])=[CH:19]4)=[N:10][CH:11]=[N:12]2)=[CH:7][C:6]=1[O:26][CH3:27].[CH2:29]([NH:31][CH2:32][CH3:33])[CH3:30], predict the reaction product. The product is: [CH2:29]([N:31]([CH2:28][CH:2]([OH:1])[CH2:3][O:4][C:5]1[CH:14]=[C:13]2[C:8]([C:9]([O:15][C:16]3[CH:17]=[C:18]4[C:22](=[CH:23][CH:24]=3)[NH:21][C:20]([CH3:25])=[CH:19]4)=[N:10][CH:11]=[N:12]2)=[CH:7][C:6]=1[O:26][CH3:27])[CH2:32][CH3:33])[CH3:30]. (5) Given the reactants FC(F)(F)S(O[C:7]1[C:11]2[C:12]([O:16][CH3:17])=[N:13][CH:14]=[CH:15][C:10]=2[N:9]([CH:18]2[CH2:22][CH2:21][CH2:20][CH2:19]2)[N:8]=1)(=O)=O.[C:25]([C:28]1[CH:29]=[C:30](B(O)O)[CH:31]=[CH:32][CH:33]=1)(=[O:27])[NH2:26].C(=O)([O-])[O-].[Na+].[Na+].O, predict the reaction product. The product is: [CH:18]1([N:9]2[C:10]3[CH:15]=[CH:14][N:13]=[C:12]([O:16][CH3:17])[C:11]=3[C:7]([C:32]3[CH:33]=[C:28]([CH:29]=[CH:30][CH:31]=3)[C:25]([NH2:26])=[O:27])=[N:8]2)[CH2:22][CH2:21][CH2:20][CH2:19]1. (6) The product is: [C:25]([O:18][C:16]1[C:11]2[N:10]=[C:9]([CH3:24])[N:8]([CH2:1][C:2]3[CH:3]=[CH:4][CH:5]=[CH:6][CH:7]=3)[C:12]=2[CH:13]=[C:14]([C:19]([O:21][CH2:22][CH3:23])=[O:20])[CH:15]=1)(=[O:32])[C:26]1[CH:31]=[CH:30][CH:29]=[CH:28][CH:27]=1. Given the reactants [CH2:1]([N:8]1[C:12](/[CH:13]=[C:14](/[C:19]([O:21][CH2:22][CH3:23])=[O:20])\[CH2:15][C:16]([OH:18])=O)=[CH:11][N:10]=[C:9]1[CH3:24])[C:2]1[CH:7]=[CH:6][CH:5]=[CH:4][CH:3]=1.[C:25](O[C:25](=[O:32])[C:26]1[CH:31]=[CH:30][CH:29]=[CH:28][CH:27]=1)(=[O:32])[C:26]1[CH:31]=[CH:30][CH:29]=[CH:28][CH:27]=1, predict the reaction product. (7) Given the reactants [CH3:1][C@H:2]1[CH2:7][N:6]([C:8]2[CH:13]=[CH:12][N:11]=[CH:10][C:9]=2[NH:14][C:15]([C:17]2[N:22]=[C:21]3[CH:23]=[C:24]([CH2:26][CH2:27][CH3:28])[S:25][C:20]3=[CH:19][CH:18]=2)=[O:16])[CH2:5][C@@H:4]([NH:29]C(=O)OC(C)(C)C)[CH2:3]1.C(O)(C(F)(F)F)=O.N, predict the reaction product. The product is: [NH2:29][C@H:4]1[CH2:3][C@@H:2]([CH3:1])[CH2:7][N:6]([C:8]2[CH:13]=[CH:12][N:11]=[CH:10][C:9]=2[NH:14][C:15]([C:17]2[N:22]=[C:21]3[CH:23]=[C:24]([CH2:26][CH2:27][CH3:28])[S:25][C:20]3=[CH:19][CH:18]=2)=[O:16])[CH2:5]1.